Dataset: Forward reaction prediction with 1.9M reactions from USPTO patents (1976-2016). Task: Predict the product of the given reaction. (1) Given the reactants [C:1]([O:5][C:6](=[O:29])[CH2:7][O:8][N:9]([C:18](=[O:28])[CH:19]=[C:20]1[C:24](=[O:25])[O:23]C(C)(C)[O:21]1)[CH2:10][C:11]1[CH:16]=[CH:15][C:14]([F:17])=[CH:13][CH:12]=1)([CH3:4])([CH3:3])[CH3:2].[OH-].[Li+].Cl.C(#N)C, predict the reaction product. The product is: [C:1]([O:5][C:6]([CH2:7][O:8][N:9]([CH2:10][C:11]1[CH:12]=[CH:13][C:14]([F:17])=[CH:15][CH:16]=1)[C:18]([CH:19]=[C:20]([OH:21])[C:24]([OH:25])=[O:23])=[O:28])=[O:29])([CH3:4])([CH3:2])[CH3:3]. (2) Given the reactants Br.[NH2:2][CH2:3][C:4](=O)[C:5]([C:8]1[CH:13]=[CH:12][C:11]([Cl:14])=[C:10]([Cl:15])[CH:9]=1)([CH3:7])[CH3:6].[F:17][C:18]1[CH:23]=[CH:22][C:21]([N:24]=[C:25]=[S:26])=[CH:20][CH:19]=1.CCN(CC)CC, predict the reaction product. The product is: [Cl:15][C:10]1[CH:9]=[C:8]([C:5]([C:4]2[N:24]([C:21]3[CH:22]=[CH:23][C:18]([F:17])=[CH:19][CH:20]=3)[C:25]([SH:26])=[N:2][CH:3]=2)([CH3:7])[CH3:6])[CH:13]=[CH:12][C:11]=1[Cl:14]. (3) Given the reactants [F:1][C:2]1[CH:3]=[N:4][C:5]2[C:10]([C:11]=1[CH:12]=[CH2:13])=C[C:8]([O:14][CH3:15])=[CH:7][CH:6]=2.[OH:16]/[N:17]=[C:18]1/[C@H:19]([CH2:23][NH:24][C:25](=[O:34])[O:26][CH2:27][C:28]2[CH:33]=[CH:32][CH:31]=[CH:30][CH:29]=2)[CH2:20][NH:21][CH2:22]/1.C[N:36](C=O)C, predict the reaction product. The product is: [F:1][C:2]1[CH:3]=[N:4][C:5]2[C:10]([C:11]=1[CH2:12][CH2:13][N:21]1[CH2:22]/[C:18](=[N:17]\[OH:16])/[C@H:19]([CH2:23][NH:24][C:25](=[O:34])[O:26][CH2:27][C:28]3[CH:33]=[CH:32][CH:31]=[CH:30][CH:29]=3)[CH2:20]1)=[N:36][C:8]([O:14][CH3:15])=[CH:7][CH:6]=2.